This data is from Forward reaction prediction with 1.9M reactions from USPTO patents (1976-2016). The task is: Predict the product of the given reaction. (1) Given the reactants [CH:1]1([NH:4][S:5]([C:8]2[CH:13]=[CH:12][C:11]([F:14])=[C:10]([N+:15]([O-])=O)[CH:9]=2)(=[O:7])=[O:6])[CH2:3][CH2:2]1, predict the reaction product. The product is: [CH:1]1([NH:4][S:5]([C:8]2[CH:13]=[CH:12][C:11]([F:14])=[C:10]([NH2:15])[CH:9]=2)(=[O:7])=[O:6])[CH2:3][CH2:2]1. (2) The product is: [NH:1]1[C:5]2[CH:6]=[CH:7][CH:8]=[C:9]([N:10]3[C:14]4=[N:15][CH:16]=[N:17][C:18]([NH:19]/[N:20]=[CH:28]/[C:27]5[CH:30]=[CH:31][C:24]([C:21]([OH:23])=[O:22])=[CH:25][CH:26]=5)=[C:13]4[CH:12]=[N:11]3)[C:4]=2[N:3]=[CH:2]1. Given the reactants [NH:1]1[C:5]2[CH:6]=[CH:7][CH:8]=[C:9]([N:10]3[C:14]4=[N:15][CH:16]=[N:17][C:18]([NH:19][NH2:20])=[C:13]4[CH:12]=[N:11]3)[C:4]=2[N:3]=[CH:2]1.[C:21]([C:24]1[CH:31]=[CH:30][C:27]([CH:28]=O)=[CH:26][CH:25]=1)([OH:23])=[O:22].COC1N=C(N2C3=NC=NC(NN=CC4C=CN=CC=4)=C3C=N2)C=CC=1, predict the reaction product. (3) Given the reactants [CH2:1]([S:3][C:4]1[CH:9]=[CH:8][C:7](B(O)O)=[CH:6][CH:5]=1)[CH3:2].I[C:14]1[CH:20]=[C:19]([C:21]([F:24])([F:23])[F:22])[CH:18]=[CH:17][C:15]=1[NH2:16], predict the reaction product. The product is: [CH2:1]([S:3][C:4]1[CH:9]=[CH:8][C:7]([C:17]2[C:15]([NH2:16])=[CH:14][CH:20]=[C:19]([C:21]([F:24])([F:23])[F:22])[CH:18]=2)=[CH:6][CH:5]=1)[CH3:2]. (4) The product is: [Cl:12][C:8]1[CH:9]=[CH:10][CH:11]=[C:2]([CH:13]2[CH2:15][CH2:14]2)[C:3]=1[C:4]([O:6][CH3:7])=[O:5]. Given the reactants Br[C:2]1[CH:11]=[CH:10][CH:9]=[C:8]([Cl:12])[C:3]=1[C:4]([O:6][CH3:7])=[O:5].[CH:13]1(B(O)O)[CH2:15][CH2:14]1.P(C1CCCCC1)(C1CCCCC1)C1CCCCC1.[O-]P([O-])([O-])=O.[K+].[K+].[K+], predict the reaction product. (5) Given the reactants O1CCCC1.[NH2:6][C:7]1[C:15]([NH:16][C:17]2[CH:18]=[C:19]([CH:22]=[CH:23][CH:24]=2)[C:20]#[N:21])=[CH:14][CH:13]=[C:12]2[C:8]=1[CH2:9][CH2:10][CH2:11]2.[C:25](Cl)(=[O:30])[CH2:26][C:27](Cl)=[O:28], predict the reaction product. The product is: [C:20]([C:19]1[CH:18]=[C:17]([N:16]2[C:27](=[O:28])[CH2:26][C:25](=[O:30])[NH:6][C:7]3[C:8]4[CH2:9][CH2:10][CH2:11][C:12]=4[CH:13]=[CH:14][C:15]2=3)[CH:24]=[CH:23][CH:22]=1)#[N:21]. (6) Given the reactants [K].[S:2]1[CH2:6][C:5](=[O:7])[NH:4][C:3]1=[O:8].Br[CH2:10][C:11]([C:13]1[CH:18]=[CH:17][C:16]([N+:19]([O-:21])=[O:20])=[CH:15][CH:14]=1)=[O:12], predict the reaction product. The product is: [N+:19]([C:16]1[CH:15]=[CH:14][C:13]([C:11](=[O:12])[CH2:10][N:4]2[C:5](=[O:7])[CH2:6][S:2][C:3]2=[O:8])=[CH:18][CH:17]=1)([O-:21])=[O:20]. (7) Given the reactants COC1N=CC(N2CCC(N3CC[C@@H](NC(=O)C[NH:23][C:24](=[O:35])[C:25]4[CH:30]=[CH:29][CH:28]=[C:27](C(F)(F)F)[CH:26]=4)C3)CC2)=CC=1.CSC1C=C(C=CC=1)N.COC1N=CC(N)=CC=1, predict the reaction product. The product is: [C:24]([NH2:23])(=[O:35])[C:25]1[CH:30]=[CH:29][CH:28]=[CH:27][CH:26]=1.